From a dataset of Forward reaction prediction with 1.9M reactions from USPTO patents (1976-2016). Predict the product of the given reaction. (1) Given the reactants [OH:1][C:2]1[CH:3]=[C:4]([CH:8]=[C:9]([S:11]([F:16])([F:15])([F:14])([F:13])[F:12])[CH:10]=1)[C:5]([OH:7])=[O:6].Br[CH2:18][CH2:19][CH2:20][NH:21][C:22](=[O:28])[O:23][C:24]([CH3:27])([CH3:26])[CH3:25].C(=O)([O-])[O-].[Cs+].[Cs+].Cl.O.[OH-].[Li+], predict the reaction product. The product is: [C:24]([O:23][C:22]([NH:21][CH2:20][CH2:19][CH2:18][O:1][C:2]1[CH:3]=[C:4]([CH:8]=[C:9]([S:11]([F:16])([F:12])([F:13])([F:14])[F:15])[CH:10]=1)[C:5]([OH:7])=[O:6])=[O:28])([CH3:27])([CH3:26])[CH3:25]. (2) Given the reactants [CH3:1]C1C=C(C)N=C(O[CH2:10][C:11]([OH:13])=O)N=1.[CH3:14]N[CH:14]1CCN(C[C:23]2[CH:28]=[CH:27][C:27](C(F)(F)F)=[CH:28][CH:23]=2)CC1.[CH3:33][C:34]1[CH:39]=[C:38]([CH3:40])[N:37]=[C:36]([O:41][CH2:42][C:43]([N:45]([CH3:63])[CH:46]2[CH2:51][CH2:50][N:49]([CH2:52][C:53]3[CH:58]=[CH:57][C:56]([C:59]([F:62])([F:61])[F:60])=[CH:55][CH:54]=3)[CH2:48][CH2:47]2)=[O:44])[N:35]=1.[C:64]([OH:71])(=[O:70])/[CH:65]=[CH:66]\[C:67]([OH:69])=[O:68], predict the reaction product. The product is: [CH3:33][C:34]1[CH:39]=[C:38]([CH3:40])[N:37]=[C:36]([O:41][CH2:42][C:43]([N:45]([CH3:63])[CH:46]2[CH2:51][CH2:50][N:49]([CH2:52][C:53]3[CH:54]=[CH:55][C:56]([C:59]([F:62])([F:61])[F:60])=[CH:57][CH:58]=3)[CH2:48][CH2:47]2)=[O:44])[N:35]=1.[C:64]([OH:71])(=[O:70])/[CH:65]=[CH:66]\[C:67]([OH:69])=[O:68].[CH3:33][C:34]1[CH:39]=[C:38]([CH3:40])[N:37]=[C:36]([O:41][CH2:42][C:43]([N:45]([CH3:63])[CH:46]2[CH2:51][CH2:50][N:49]([CH2:52][C:53]3[CH:54]=[CH:55][C:56]([C:59]([F:62])([F:61])[F:60])=[CH:57][CH:58]=3)[CH2:48][CH2:47]2)=[O:44])[N:35]=1.[CH3:10][CH:11]([OH:13])[CH3:14].[CH:43]([O:44][CH:28]([CH3:27])[CH3:23])([CH3:1])[CH3:42]. (3) Given the reactants [Br:1][C:2]1[CH:3]=[C:4]([NH:9][C:10](=[O:19])[C:11]2[CH:16]=[CH:15][C:14]([O:17]C)=[CH:13][CH:12]=2)[C:5]([Cl:8])=[N:6][CH:7]=1.B(Br)(Br)Br, predict the reaction product. The product is: [Br:1][C:2]1[CH:3]=[C:4]([NH:9][C:10](=[O:19])[C:11]2[CH:16]=[CH:15][C:14]([OH:17])=[CH:13][CH:12]=2)[C:5]([Cl:8])=[N:6][CH:7]=1. (4) Given the reactants [H-].[Na+].[NH:3]1[CH:7]=[CH:6][N:5]=[CH:4]1.F[C:9]1[CH:14]=[CH:13][C:12]([N+:15]([O-:17])=[O:16])=[CH:11][C:10]=1[C:18]([F:21])([F:20])[F:19], predict the reaction product. The product is: [N+:15]([C:12]1[CH:13]=[CH:14][C:9]([N:3]2[CH:7]=[CH:6][N:5]=[CH:4]2)=[C:10]([C:18]([F:19])([F:20])[F:21])[CH:11]=1)([O-:17])=[O:16]. (5) Given the reactants [H-].[Na+].[F:3][C:4]([F:9])([F:8])[CH2:5][CH2:6]I.CN(C)C=O.[Br:15][C:16]1[N:21]=[CH:20][C:19]([CH:22]([C:24]2[C:29]([F:30])=[CH:28][CH:27]=[C:26]([F:31])[C:25]=2[F:32])[SH:23])=[C:18]([CH3:33])[CH:17]=1, predict the reaction product. The product is: [Br:15][C:16]1[CH:17]=[C:18]([CH3:33])[C:19]([CH:22]([C:24]2[C:29]([F:30])=[CH:28][CH:27]=[C:26]([F:31])[C:25]=2[F:32])[S:23][CH2:6][CH2:5][C:4]([F:9])([F:8])[F:3])=[CH:20][N:21]=1. (6) Given the reactants [CH:1]1[N:5]=[CH:4][N:3]([C:6]([N:8]2[CH:12]=[N:11][CH:10]=[CH:9]2)=[O:7])[CH:2]=1.NC1[S:15][C:16]2C=C[CH:20]=[CH:19][C:17]=2N=1, predict the reaction product. The product is: [S:15]1[C:16]2[CH:17]=[CH:19][CH:20]=[CH:9][C:10]=2[N:11]=[C:12]1[NH:8][C:6]([N:3]1[CH:2]=[CH:1][N:5]=[CH:4]1)=[O:7]. (7) Given the reactants [NH2:1][CH2:2][C:3]([CH3:7])([CH3:6])[CH2:4][OH:5].[CH2:8]([N:10]=[C:11]=[O:12])[CH3:9], predict the reaction product. The product is: [CH2:8]([NH:10][C:11]([NH:1][CH2:2][C:3]([CH3:7])([CH3:6])[CH2:4][OH:5])=[O:12])[CH3:9]. (8) Given the reactants [N:1]1[CH:2]=[C:3]([C:10]2[C:14](=[O:15])[NH:13][C:12](=[O:16])[C:11]=2[C:17]2[C:23]3[CH:24]=[C:25]([F:41])[CH:26]=[C:27]4[CH:28](CC[O-])[CH:29]([C:30]([N:32]5[CH2:37][CH2:36][CH2:35][CH2:34][CH2:33]5)=[O:31])[N:21]([C:22]=34)[CH2:20][CH2:19][N:18]=2)[N:4]2[CH:9]=[CH:8][CH:7]=[CH:6][C:5]=12.Cl.[OH-].[Na+], predict the reaction product. The product is: [OH2:15].[N:1]1[CH:2]=[C:3]([C:10]2[C:14](=[O:15])[NH:13][C:12](=[O:16])[C:11]=2[C:17]2[C:23]3[CH:24]=[C:25]([F:41])[CH:26]=[C:27]4[CH2:28][CH:29]([C:30]([N:32]5[CH2:33][CH2:34][CH2:35][CH2:36][CH2:37]5)=[O:31])[N:21]([C:22]=34)[CH2:20][CH2:19][N:18]=2)[N:4]2[CH:9]=[CH:8][CH:7]=[CH:6][C:5]=12.